This data is from NCI-60 drug combinations with 297,098 pairs across 59 cell lines. The task is: Regression. Given two drug SMILES strings and cell line genomic features, predict the synergy score measuring deviation from expected non-interaction effect. (1) Drug 1: CCCS(=O)(=O)NC1=C(C(=C(C=C1)F)C(=O)C2=CNC3=C2C=C(C=N3)C4=CC=C(C=C4)Cl)F. Drug 2: CC1C(C(CC(O1)OC2CC(OC(C2O)C)OC3=CC4=CC5=C(C(=O)C(C(C5)C(C(=O)C(C(C)O)O)OC)OC6CC(C(C(O6)C)O)OC7CC(C(C(O7)C)O)OC8CC(C(C(O8)C)O)(C)O)C(=C4C(=C3C)O)O)O)O. Cell line: BT-549. Synergy scores: CSS=4.30, Synergy_ZIP=29.2, Synergy_Bliss=29.6, Synergy_Loewe=27.7, Synergy_HSA=27.2. (2) Drug 1: C1=NC(=NC(=O)N1C2C(C(C(O2)CO)O)O)N. Drug 2: C1C(C(OC1N2C=NC3=C2NC=NCC3O)CO)O. Cell line: HOP-92. Synergy scores: CSS=1.22, Synergy_ZIP=-1.06, Synergy_Bliss=-0.0416, Synergy_Loewe=-9.67, Synergy_HSA=-3.86. (3) Drug 1: CC1=C2C(C(=O)C3(C(CC4C(C3C(C(C2(C)C)(CC1OC(=O)C(C(C5=CC=CC=C5)NC(=O)OC(C)(C)C)O)O)OC(=O)C6=CC=CC=C6)(CO4)OC(=O)C)OC)C)OC. Drug 2: CC1CCCC2(C(O2)CC(NC(=O)CC(C(C(=O)C(C1O)C)(C)C)O)C(=CC3=CSC(=N3)C)C)C. Cell line: OVCAR3. Synergy scores: CSS=42.2, Synergy_ZIP=-0.183, Synergy_Bliss=-3.47, Synergy_Loewe=-9.10, Synergy_HSA=-3.07. (4) Drug 1: COC1=C(C=C2C(=C1)N=CN=C2NC3=CC(=C(C=C3)F)Cl)OCCCN4CCOCC4. Drug 2: C1CC(=O)NC(=O)C1N2C(=O)C3=CC=CC=C3C2=O. Cell line: NCI-H226. Synergy scores: CSS=19.1, Synergy_ZIP=2.85, Synergy_Bliss=1.64, Synergy_Loewe=-6.49, Synergy_HSA=1.23. (5) Drug 1: CC12CCC(CC1=CCC3C2CCC4(C3CC=C4C5=CN=CC=C5)C)O. Drug 2: CS(=O)(=O)OCCCCOS(=O)(=O)C. Cell line: SR. Synergy scores: CSS=46.1, Synergy_ZIP=-3.46, Synergy_Bliss=-6.15, Synergy_Loewe=-7.46, Synergy_HSA=-5.71. (6) Drug 1: CN(C)C1=NC(=NC(=N1)N(C)C)N(C)C. Drug 2: C1CNP(=O)(OC1)N(CCCl)CCCl. Cell line: BT-549. Synergy scores: CSS=-10.5, Synergy_ZIP=2.12, Synergy_Bliss=-2.19, Synergy_Loewe=-7.79, Synergy_HSA=-7.84. (7) Drug 1: C1CC(=O)NC(=O)C1N2CC3=C(C2=O)C=CC=C3N. Drug 2: COC1=CC(=CC(=C1O)OC)C2C3C(COC3=O)C(C4=CC5=C(C=C24)OCO5)OC6C(C(C7C(O6)COC(O7)C8=CC=CS8)O)O. Cell line: OVCAR3. Synergy scores: CSS=29.2, Synergy_ZIP=-8.48, Synergy_Bliss=-1.49, Synergy_Loewe=-47.2, Synergy_HSA=-0.173. (8) Drug 1: CCC1(CC2CC(C3=C(CCN(C2)C1)C4=CC=CC=C4N3)(C5=C(C=C6C(=C5)C78CCN9C7C(C=CC9)(C(C(C8N6C)(C(=O)OC)O)OC(=O)C)CC)OC)C(=O)OC)O.OS(=O)(=O)O. Drug 2: C1CCC(C(C1)N)N.C(=O)(C(=O)[O-])[O-].[Pt+4]. Cell line: HL-60(TB). Synergy scores: CSS=38.6, Synergy_ZIP=-1.20, Synergy_Bliss=-1.61, Synergy_Loewe=-2.57, Synergy_HSA=-1.78. (9) Drug 1: CC1=C(N=C(N=C1N)C(CC(=O)N)NCC(C(=O)N)N)C(=O)NC(C(C2=CN=CN2)OC3C(C(C(C(O3)CO)O)O)OC4C(C(C(C(O4)CO)O)OC(=O)N)O)C(=O)NC(C)C(C(C)C(=O)NC(C(C)O)C(=O)NCCC5=NC(=CS5)C6=NC(=CS6)C(=O)NCCC[S+](C)C)O. Drug 2: C1=CC=C(C(=C1)C(C2=CC=C(C=C2)Cl)C(Cl)Cl)Cl. Cell line: MDA-MB-231. Synergy scores: CSS=-2.79, Synergy_ZIP=4.56, Synergy_Bliss=7.19, Synergy_Loewe=-5.96, Synergy_HSA=-1.67. (10) Drug 1: CC1=C(N=C(N=C1N)C(CC(=O)N)NCC(C(=O)N)N)C(=O)NC(C(C2=CN=CN2)OC3C(C(C(C(O3)CO)O)O)OC4C(C(C(C(O4)CO)O)OC(=O)N)O)C(=O)NC(C)C(C(C)C(=O)NC(C(C)O)C(=O)NCCC5=NC(=CS5)C6=NC(=CS6)C(=O)NCCC[S+](C)C)O. Drug 2: CC1=C(C(=O)C2=C(C1=O)N3CC4C(C3(C2COC(=O)N)OC)N4)N. Cell line: TK-10. Synergy scores: CSS=15.3, Synergy_ZIP=-7.35, Synergy_Bliss=-2.13, Synergy_Loewe=-1.22, Synergy_HSA=1.28.